This data is from Full USPTO retrosynthesis dataset with 1.9M reactions from patents (1976-2016). The task is: Predict the reactants needed to synthesize the given product. (1) Given the product [C:1]([O:5][C:6](=[O:10])[CH2:7][CH2:8][NH:9][C:16](=[O:17])[C:15]1[CH:19]=[CH:20][C:12]([Cl:11])=[CH:13][CH:14]=1)([CH3:4])([CH3:3])[CH3:2], predict the reactants needed to synthesize it. The reactants are: [C:1]([O:5][C:6](=[O:10])[CH2:7][CH2:8][NH2:9])([CH3:4])([CH3:3])[CH3:2].[Cl:11][C:12]1[CH:20]=[CH:19][C:15]([C:16](Cl)=[O:17])=[CH:14][CH:13]=1.C(N(CC)CC)C. (2) Given the product [Cl:1][C:2]1[CH:11]=[CH:10][C:5]2[N:6]3[CH:13]=[C:14]([C:15]([O:17][CH2:18][CH3:19])=[O:16])[N:9]=[C:7]3[S:8][C:4]=2[CH:3]=1, predict the reactants needed to synthesize it. The reactants are: [Cl:1][C:2]1[CH:11]=[CH:10][C:5]2[N:6]=[C:7]([NH2:9])[S:8][C:4]=2[CH:3]=1.Br[CH2:13][C:14](=O)[C:15]([O:17][CH2:18][CH3:19])=[O:16]. (3) Given the product [Cl:1][C:2]1[CH:7]=[CH:6][CH:5]=[CH:4][C:3]=1[CH2:8][CH2:9][O:10][CH2:11][CH2:12][N:14]1[CH2:19][CH2:18][CH:17]([OH:20])[CH2:16][CH2:15]1, predict the reactants needed to synthesize it. The reactants are: [Cl:1][C:2]1[CH:7]=[CH:6][CH:5]=[CH:4][C:3]=1[CH2:8][CH2:9][O:10][CH2:11][C:12]([N:14]1[CH2:19][CH2:18][CH:17]([OH:20])[CH2:16][CH2:15]1)=O.[H-].[Al+3].[Li+].[H-].[H-].[H-].CCOC(C)=O.[OH-].[Na+]. (4) Given the product [CH2:1]([C:3]1[CH:8]=[C:7]([C:9]2[CH:10]=[N:11][CH:12]=[CH:13][CH:14]=2)[CH:6]=[C:5]([NH:15][C:16]([N:32]2[C:33]3[C:29](=[CH:28][C:27]([O:26][CH3:25])=[C:35]([C:36]([F:38])([F:39])[F:37])[CH:34]=3)[CH2:30][CH2:31]2)=[O:24])[CH:4]=1)[CH3:2], predict the reactants needed to synthesize it. The reactants are: [CH2:1]([C:3]1[CH:4]=[C:5]([NH:15][C:16](=[O:24])OC2C=CC=CC=2)[CH:6]=[C:7]([C:9]2[CH:10]=[N:11][CH:12]=[CH:13][CH:14]=2)[CH:8]=1)[CH3:2].[CH3:25][O:26][C:27]1[CH:28]=[C:29]2[C:33](=[CH:34][C:35]=1[C:36]([F:39])([F:38])[F:37])[NH:32][CH2:31][CH2:30]2. (5) The reactants are: C(Cl)CCl.[OH:5][CH2:6][C:7]([O:9][CH2:10][C:11]1[CH:16]=[CH:15][CH:14]=[CH:13][CH:12]=1)=[O:8].[CH:17]1([CH2:20][O:21][C:22]2[CH:30]=[CH:29][C:25]([C:26](O)=[O:27])=[CH:24][C:23]=2[CH:31]=[O:32])[CH2:19][CH2:18]1. Given the product [CH:17]1([CH2:20][O:21][C:22]2[CH:30]=[CH:29][C:25]([C:26]([O:5][CH2:6][C:7]([O:9][CH2:10][C:11]3[CH:16]=[CH:15][CH:14]=[CH:13][CH:12]=3)=[O:8])=[O:27])=[CH:24][C:23]=2[CH:31]=[O:32])[CH2:19][CH2:18]1, predict the reactants needed to synthesize it.